From a dataset of Catalyst prediction with 721,799 reactions and 888 catalyst types from USPTO. Predict which catalyst facilitates the given reaction. (1) Reactant: [O:1]1[C:6]([C:7]2[CH:12]=[CH:11][N:10]=[CH:9][C:8]=2[NH2:13])=[CH:5][CH2:4][CH2:3][CH2:2]1. Product: [O:1]1[CH2:2][CH2:3][CH2:4][CH2:5][CH:6]1[C:7]1[CH:12]=[CH:11][N:10]=[CH:9][C:8]=1[NH2:13]. The catalyst class is: 381. (2) Reactant: [NH2:1][C:2]1[CH:3]=[N:4][C:5]([S:10][CH2:11][C:12]2[CH:17]=[CH:16][CH:15]=[CH:14][CH:13]=2)=[C:6]([CH:9]=1)[C:7]#[N:8].[C:18](Cl)(=[O:21])[O:19][CH3:20]. Product: [CH2:11]([S:10][C:5]1[N:4]=[CH:3][C:2]([NH:1][C:18](=[O:21])[O:19][CH3:20])=[CH:9][C:6]=1[C:7]#[N:8])[C:12]1[CH:17]=[CH:16][CH:15]=[CH:14][CH:13]=1. The catalyst class is: 17. (3) Reactant: [CH:1]([C:3]1[C:4]([CH3:13])=[CH:5][C:6]([CH3:12])=[C:7]([CH:11]=1)[C:8]([OH:10])=O)=[O:2].CCN(C(C)C)C(C)C.CN(C(ON1N=NC2C=CC=CC1=2)=[N+](C)C)C.F[P-](F)(F)(F)(F)F.Cl.[NH:48]1[CH2:53][CH2:52][CH:51]([C:54]2[CH:61]=[CH:60][C:57]([C:58]#[N:59])=[CH:56][CH:55]=2)[CH2:50][CH2:49]1. Product: [CH:1]([C:3]1[C:4]([CH3:13])=[CH:5][C:6]([CH3:12])=[C:7]([CH:11]=1)[C:8]([N:48]1[CH2:53][CH2:52][CH:51]([C:54]2[CH:61]=[CH:60][C:57]([C:58]#[N:59])=[CH:56][CH:55]=2)[CH2:50][CH2:49]1)=[O:10])=[O:2]. The catalyst class is: 3. (4) Reactant: [OH:1][C:2]1[CH:3]=[N:4][CH:5]=[C:6]([CH:10]=1)[C:7]([OH:9])=[O:8].OS(O)(=O)=O.CO.[CH3:18][CH2:19]O. Product: [OH:1][C:2]1[CH:3]=[N:4][CH:5]=[C:6]([CH:10]=1)[C:7]([O:9][CH2:18][CH3:19])=[O:8]. The catalyst class is: 22. (5) Reactant: [OH:1][C@@H:2]1[CH2:7][CH2:6][CH2:5][CH2:4][C@H:3]1[NH:8][C:9]1[S:10][C:11]2[CH:17]=[C:16]([CH2:18][N:19]3[C:23]4=[N:24][CH:25]=[C:26]([C:28](OC)=[O:29])[CH:27]=[C:22]4[N:21]=[CH:20]3)[CH:15]=[CH:14][C:12]=2[N:13]=1.[H-].C([Al+]CC(C)C)C(C)C.Cl. Product: [OH:29][CH2:28][C:26]1[CH:27]=[C:22]2[N:21]=[CH:20][N:19]([CH2:18][C:16]3[CH:15]=[CH:14][C:12]4[N:13]=[C:9]([NH:8][C@@H:3]5[CH2:4][CH2:5][CH2:6][CH2:7][C@H:2]5[OH:1])[S:10][C:11]=4[CH:17]=3)[C:23]2=[N:24][CH:25]=1. The catalyst class is: 2.